Task: Predict the product of the given reaction.. Dataset: Forward reaction prediction with 1.9M reactions from USPTO patents (1976-2016) (1) Given the reactants [C:1]1([N:7]([CH2:30][CH2:31][C:32]2[NH:36][N:35]=[N:34][N:33]=2)[C:8]([C:10]2[CH:29]=[CH:28][C:13]3[N:14]([CH3:27])[C:15]([CH2:17][CH2:18][C:19]4[CH:24]=[CH:23][C:22]([C:25]#[N:26])=[CH:21][CH:20]=4)=[N:16][C:12]=3[CH:11]=2)=[O:9])[CH:6]=[CH:5][CH:4]=[CH:3][CH:2]=1.[ClH:37].C(=O)([O-])[O-].[NH4+:42].[NH4+], predict the reaction product. The product is: [ClH:37].[C:1]1([N:7]([CH2:30][CH2:31][C:32]2[NH:36][N:35]=[N:34][N:33]=2)[C:8]([C:10]2[CH:29]=[CH:28][C:13]3[N:14]([CH3:27])[C:15]([CH2:17][CH2:18][C:19]4[CH:24]=[CH:23][C:22]([C:25](=[NH:42])[NH2:26])=[CH:21][CH:20]=4)=[N:16][C:12]=3[CH:11]=2)=[O:9])[CH:6]=[CH:5][CH:4]=[CH:3][CH:2]=1. (2) The product is: [CH2:1]([N:3]([CH2:31][C:32]1[CH:37]=[CH:36][C:35]([O:38][CH2:42][CH2:43][N:45]([CH3:53])[CH2:46][CH:47]2[CH2:52][CH2:51][O:50][CH2:49][CH2:48]2)=[C:34]([F:39])[CH:33]=1)[C:4]1[CH:9]=[C:8]([O:10][CH3:11])[C:7]([O:12][CH3:13])=[CH:6][C:5]=1[C@@H:14]1[CH2:23][CH2:22][C:21]2[CH:20]=[C:19]([OH:24])[CH:18]=[CH:17][C:16]=2[CH2:15]1)[CH3:2]. Given the reactants [CH2:1]([N:3]([C:31](=O)[C:32]1[CH:37]=[CH:36][C:35]([OH:38])=[C:34]([F:39])[CH:33]=1)[C:4]1[CH:9]=[C:8]([O:10][CH3:11])[C:7]([O:12][CH3:13])=[CH:6][C:5]=1[C@@H:14]1[CH2:23][CH2:22][C:21]2[CH:20]=[C:19]([O:24]C(=O)C(C)(C)C)[CH:18]=[CH:17][C:16]=2[CH2:15]1)[CH3:2].Cl[CH2:42][C:43]([N:45]([CH3:53])[CH2:46][CH:47]1[CH2:52][CH2:51][O:50][CH2:49][CH2:48]1)=O, predict the reaction product. (3) Given the reactants C([O:5][C:6]([C:8]1[C:13]([O:14][CH2:15][C:16]2[CH:21]=[CH:20][CH:19]=[CH:18][CH:17]=2)=[C:12]([OH:22])[N:11]=[C:10]([CH2:23][C:24]2([C:29]3[CH:34]=[CH:33][C:32]([Br:35])=[CH:31][CH:30]=3)[CH2:28][CH2:27][CH2:26][CH2:25]2)[N:9]=1)=[O:7])(C)(C)C.O[Li].O, predict the reaction product. The product is: [CH2:15]([O:14][C:13]1[C:8]([C:6]([OH:7])=[O:5])=[N:9][C:10]([CH2:23][C:24]2([C:29]3[CH:30]=[CH:31][C:32]([Br:35])=[CH:33][CH:34]=3)[CH2:25][CH2:26][CH2:27][CH2:28]2)=[N:11][C:12]=1[OH:22])[C:16]1[CH:21]=[CH:20][CH:19]=[CH:18][CH:17]=1. (4) Given the reactants C([O:4][CH2:5][CH:6]([C:19]1[O:20][C:21]([Br:34])=[C:22]([C:24]2[CH:29]=[CH:28][C:27]([C:30]([F:33])([F:32])[F:31])=[CH:26][CH:25]=2)[N:23]=1)[O:7][C:8]1[CH:13]=[CH:12][C:11]([F:14])=[C:10]([C:15](=[O:17])[NH2:16])[C:9]=1[F:18])(=O)C.C([O-])([O-])=O.[K+].[K+], predict the reaction product. The product is: [Br:34][C:21]1[O:20][C:19]([CH:6]([O:7][C:8]2[C:9]([F:18])=[C:10]([C:11]([F:14])=[CH:12][CH:13]=2)[C:15]([NH2:16])=[O:17])[CH2:5][OH:4])=[N:23][C:22]=1[C:24]1[CH:29]=[CH:28][C:27]([C:30]([F:31])([F:32])[F:33])=[CH:26][CH:25]=1. (5) Given the reactants [CH3:1][C:2]1([CH3:31])[CH2:11][CH:10]=[C:9]([S:12][C:13]2[CH:18]=[CH:17][CH:16]=[CH:15][CH:14]=2)[C:8]2[CH:7]=[C:6]([C:19]([O:21][C:22]3[CH:30]=[CH:29][C:25]([C:26]([OH:28])=[O:27])=[CH:24][CH:23]=3)=[O:20])[CH:5]=[CH:4][C:3]1=2.[CH2:32]1COC[CH2:33]1.ClC1C=CC=C(C(OO)=[O:45])C=1.[OH2:48], predict the reaction product. The product is: [CH3:1][C:2]1([CH3:31])[CH2:11][CH:10]=[C:9]([S:12]([C:13]2[CH:18]=[CH:17][CH:16]=[CH:15][CH:14]=2)(=[O:45])=[O:48])[C:8]2[CH:7]=[C:6]([C:19]([O:21][C:22]3[CH:23]=[CH:24][C:25]([C:26]([O:28][CH2:32][CH3:33])=[O:27])=[CH:29][CH:30]=3)=[O:20])[CH:5]=[CH:4][C:3]1=2. (6) Given the reactants [CH2:1]([CH:8]1[CH2:13][CH2:12][N:11]([C:14](=[O:18])[C:15]([OH:17])=O)[CH2:10][CH2:9]1)[C:2]1[CH:7]=[CH:6][CH:5]=[CH:4][CH:3]=1.[NH2:19][C:20]1[CH:21]=[CH:22][C:23]2[NH:27][S:26](=[O:29])(=[O:28])[CH2:25][C:24]=2[CH:30]=1, predict the reaction product. The product is: [CH2:1]([CH:8]1[CH2:9][CH2:10][N:11]([C:14](=[O:18])[C:15]([NH:19][C:20]2[CH:21]=[CH:22][C:23]3[NH:27][S:26](=[O:29])(=[O:28])[CH2:25][C:24]=3[CH:30]=2)=[O:17])[CH2:12][CH2:13]1)[C:2]1[CH:3]=[CH:4][CH:5]=[CH:6][CH:7]=1. (7) Given the reactants [Cl:1][C:2]1[CH:3]=[C:4]([N:9]2[CH:13]=[C:12]([CH2:14][N:15]3[CH:19]=[CH:18][N:17]=[C:16]3[NH2:20])[N:11]=[CH:10]2)[CH:5]=[CH:6][C:7]=1[Cl:8].[BH4-].[Na+].[CH3:23]COC(C)=O, predict the reaction product. The product is: [ClH:1].[Cl:1][C:2]1[CH:3]=[C:4]([N:9]2[CH:13]=[C:12]([CH2:14][N:15]3[CH:19]=[CH:18][N:17]=[C:16]3[NH:20][CH3:23])[N:11]=[CH:10]2)[CH:5]=[CH:6][C:7]=1[Cl:8]. (8) Given the reactants [NH2:1][C@@H:2]([C:9]([O:11][CH3:12])=[O:10])[CH2:3][CH2:4][C:5]([O:7][CH3:8])=[O:6].C(N(CC)CC)C.[CH3:20][C:21]([O:24][C:25](O[C:25]([O:24][C:21]([CH3:23])([CH3:22])[CH3:20])=[O:26])=[O:26])([CH3:23])[CH3:22], predict the reaction product. The product is: [CH3:20][C:21]([O:24][C:25]([NH:1][C@@H:2]([C:9]([O:11][CH3:12])=[O:10])[CH2:3][CH2:4][C:5]([O:7][CH3:8])=[O:6])=[O:26])([CH3:23])[CH3:22]. (9) Given the reactants [NH2:1][C:2]1[CH:3]=[C:4]([OH:9])[CH:5]=[C:6]([OH:8])[CH:7]=1.C(=O)([O-])O.[Na+].Cl[C:16]([O:18][CH2:19][C:20]1[CH:25]=[CH:24][CH:23]=[CH:22][CH:21]=1)=[O:17], predict the reaction product. The product is: [OH:9][C:4]1[CH:3]=[C:2]([NH:1][C:16](=[O:17])[O:18][CH2:19][C:20]2[CH:25]=[CH:24][CH:23]=[CH:22][CH:21]=2)[CH:7]=[C:6]([OH:8])[CH:5]=1. (10) Given the reactants [Br:1][C:2]1[C:3]([CH3:11])=[C:4]([CH:8]=[CH:9][CH:10]=1)[C:5]([OH:7])=[O:6].S(=O)(=O)(O)O.[OH-].[Na+].[CH3:19]O, predict the reaction product. The product is: [Br:1][C:2]1[C:3]([CH3:11])=[C:4]([CH:8]=[CH:9][CH:10]=1)[C:5]([O:7][CH3:19])=[O:6].